Dataset: Full USPTO retrosynthesis dataset with 1.9M reactions from patents (1976-2016). Task: Predict the reactants needed to synthesize the given product. (1) Given the product [NH:20]1[C:28]2[C:23](=[CH:24][CH:25]=[CH:26][CH:27]=2)[C:22](/[CH:29]=[CH:30]/[C:31]2[CH:36]=[CH:35][CH:34]=[CH:33][C:32]=2[NH:37][C:7]([C:4]2[S:5][CH:6]=[C:2]([Br:1])[C:3]=2[CH3:10])=[O:9])=[N:21]1, predict the reactants needed to synthesize it. The reactants are: [Br:1][C:2]1[C:3]([CH3:10])=[C:4]([C:7]([OH:9])=O)[S:5][CH:6]=1.S(Cl)(Cl)=O.CN(C=O)C.[NH:20]1[C:28]2[C:23](=[CH:24][CH:25]=[CH:26][CH:27]=2)[C:22](/[CH:29]=[CH:30]/[C:31]2[CH:36]=[CH:35][CH:34]=[CH:33][C:32]=2[NH2:37])=[N:21]1.C(N(CC)CC)C. (2) The reactants are: [CH:1]([C:3]1[CH:12]=[CH:11][C:6]([C:7]([O:9][CH3:10])=[O:8])=[CH:5][CH:4]=1)=O.[CH3:13][NH:14][C:15]1[CH:20]=[CH:19][CH:18]=[CH:17][C:16]=1[NH2:21]. Given the product [CH3:13][N:14]1[C:15]2[CH:20]=[CH:19][CH:18]=[CH:17][C:16]=2[N:21]=[C:1]1[C:3]1[CH:12]=[CH:11][C:6]([C:7]([O:9][CH3:10])=[O:8])=[CH:5][CH:4]=1, predict the reactants needed to synthesize it. (3) Given the product [Si:1]([O:8][CH2:9][C@@H:10]1[CH2:11][C@@H:12]([N:19]2[C:23]3[N:24]=[CH:25][N:26]=[C:27]([NH:28][C@@H:29]4[C:37]5[C:32](=[CH:33][CH:34]=[CH:35][CH:36]=5)[CH2:31][CH2:30]4)[C:22]=3[CH:21]=[CH:20]2)[CH:13]=[CH:17]1)([C:4]([CH3:7])([CH3:5])[CH3:6])([CH3:2])[CH3:3], predict the reactants needed to synthesize it. The reactants are: [Si:1]([O:8][CH2:9][C@H:10]1[C@@H:17]2[C@@H:13](OC(=S)O2)[C@H:12]([N:19]2[C:23]3[N:24]=[CH:25][N:26]=[C:27]([NH:28][C@@H:29]4[C:37]5[C:32](=[CH:33][CH:34]=[CH:35][CH:36]=5)[CH2:31][CH2:30]4)[C:22]=3[CH:21]=[CH:20]2)[CH2:11]1)([C:4]([CH3:7])([CH3:6])[CH3:5])([CH3:3])[CH3:2].CN1CCN(C)P1C1C=CC=CC=1. (4) Given the product [Cl:2][C:3]1[CH:8]=[C:7]([CH2:9][NH:10][C:11]([C@@H:13]2[CH2:17][C@@H:16]([F:18])[CH2:15][N:14]2[S:36]([C:33]2[CH:34]=[CH:35][C:30]([F:29])=[CH:31][CH:32]=2)(=[O:38])=[O:37])=[O:12])[CH:6]=[C:5]([C:19]2[CH:20]=[N:21][C:22]([C:25]([F:28])([F:26])[F:27])=[CH:23][CH:24]=2)[N:4]=1, predict the reactants needed to synthesize it. The reactants are: Cl.[Cl:2][C:3]1[CH:8]=[C:7]([CH2:9][NH:10][C:11]([C@@H:13]2[CH2:17][C@@H:16]([F:18])[CH2:15][NH:14]2)=[O:12])[CH:6]=[C:5]([C:19]2[CH:20]=[N:21][C:22]([C:25]([F:28])([F:27])[F:26])=[CH:23][CH:24]=2)[N:4]=1.[F:29][C:30]1[CH:35]=[CH:34][C:33]([S:36](Cl)(=[O:38])=[O:37])=[CH:32][CH:31]=1.C(N(CC)CC)C. (5) Given the product [CH:20]([O:13][C:12](=[O:14])[C@H:3]([CH2:4][C:5]1[CH:6]=[CH:7][C:8]([OH:11])=[CH:9][CH:10]=1)[NH2:2])([CH3:21])[CH3:19], predict the reactants needed to synthesize it. The reactants are: Cl.[NH2:2][C@H:3]([C:12]([OH:14])=[O:13])[CH2:4][C:5]1[CH:10]=[CH:9][C:8]([OH:11])=[CH:7][CH:6]=1.CC(N[CH2:19][CH2:20][C:21]1C2C=C(OC)C=CC=2NC=1)=O.C(O)C. (6) Given the product [CH:26]1[C:20]2[N:19]3[C:15]([C@@H:12]4[CH2:11][CH2:10][C@H:9]([NH2:8])[CH2:14][CH2:13]4)=[CH:16][N:17]=[C:18]3[CH:23]=[N:22][C:21]=2[NH:24][CH:25]=1, predict the reactants needed to synthesize it. The reactants are: C([N:8](CC1C=CC=CC=1)[C@H:9]1[CH2:14][CH2:13][C@@H:12]([C:15]2[N:19]3[C:20]4[CH:26]=[CH:25][NH:24][C:21]=4[N:22]=[CH:23][C:18]3=[N:17][CH:16]=2)[CH2:11][CH2:10]1)C1C=CC=CC=1.